Dataset: Reaction yield outcomes from USPTO patents with 853,638 reactions. Task: Predict the reaction yield, written as a fraction of the theoretical maximum amount of product (1.0 means a 100% yield; for example, 0.34 means a 34% yield). The reactants are [NH2:1][CH2:2][C:3]1[CH:30]=[CH:29][C:6]2[N:7]([CH2:24][CH2:25][CH:26]([CH3:28])[CH3:27])[C:8]([CH2:10][N:11]3[C:15]4[CH:16]=[CH:17][CH:18]=[CH:19][C:14]=4[N:13]([CH:20]([CH3:22])[CH3:21])[C:12]3=[O:23])=[N:9][C:5]=2[CH:4]=1.[C:31](Cl)(=[O:33])[CH3:32]. The catalyst is C1COCC1. The product is [CH:20]([N:13]1[C:14]2[CH:19]=[CH:18][CH:17]=[CH:16][C:15]=2[N:11]([CH2:10][C:8]2[N:7]([CH2:24][CH2:25][CH:26]([CH3:28])[CH3:27])[C:6]3[CH:29]=[CH:30][C:3]([CH2:2][NH:1][C:31](=[O:33])[CH3:32])=[CH:4][C:5]=3[N:9]=2)[C:12]1=[O:23])([CH3:21])[CH3:22]. The yield is 0.800.